Dataset: Full USPTO retrosynthesis dataset with 1.9M reactions from patents (1976-2016). Task: Predict the reactants needed to synthesize the given product. (1) Given the product [NH2:30][C@H:31]([C:38]1[N:6]([C:7]2[CH:12]=[CH:11][CH:10]=[C:9]([F:13])[CH:8]=2)[C:4](=[O:5])[C:3]2[C:14]([CH:18]=1)=[CH:15][CH:16]=[CH:17][C:2]=2[Cl:1])[CH3:32], predict the reactants needed to synthesize it. The reactants are: [Cl:1][C:2]1[CH:17]=[CH:16][CH:15]=[C:14]([CH3:18])[C:3]=1[C:4]([NH:6][C:7]1[CH:12]=[CH:11][CH:10]=[C:9]([F:13])[CH:8]=1)=[O:5].[Li]CCCC.C(OC(=O)[NH:30][C@@H:31]([CH3:38])[C:32](N(OC)C)=O)(C)(C)C.C([Mg]Cl)(C)C. (2) Given the product [Cl:1][C:2]1[C:3]([C:22]2[S:26][C:25]([C:27]3([OH:31])[CH2:30][CH2:29][CH2:28]3)=[N:24][CH:23]=2)=[C:4]2[CH:10]=[C:9]([C:32]3[CH:37]=[CH:36][CH:35]=[CH:34][CH:33]=3)[NH:8][C:5]2=[N:6][CH:7]=1, predict the reactants needed to synthesize it. The reactants are: [Cl:1][C:2]1[C:3]([C:22]2[S:26][C:25]([C:27]3([OH:31])[CH2:30][CH2:29][CH2:28]3)=[N:24][CH:23]=2)=[C:4]2[CH:10]=[C:9](I)[N:8](S(C3C=CC(C)=CC=3)(=O)=O)[C:5]2=[N:6][CH:7]=1.[C:32]1(B(O)O)[CH:37]=[CH:36][CH:35]=[CH:34][CH:33]=1.C(=O)(O)[O-].[OH-].[Na+].Cl.